Dataset: Catalyst prediction with 721,799 reactions and 888 catalyst types from USPTO. Task: Predict which catalyst facilitates the given reaction. (1) Reactant: [Cl:1][C:2]1[N:9]=[CH:8][C:7]([CH3:10])=[CH:6][C:3]=1[CH:4]=[O:5].N1C=CN=C1.[C:16]1(=[O:21])[CH2:20][CH2:19][CH:18]=[CH:17]1. Product: [Cl:1][C:2]1[C:3]([CH:4]([OH:5])[C:17]2[C:16](=[O:21])[CH2:20][CH2:19][CH:18]=2)=[CH:6][C:7]([CH3:10])=[CH:8][N:9]=1. The catalyst class is: 24. (2) Reactant: C[Mg]Cl.[C:4]([O:8][C:9](=[O:24])[NH:10][C@@H:11]1[CH2:16][CH2:15][CH2:14][CH2:13][C@H:12]1[N:17]1[CH:21]=[CH:20][C:19]([CH:22]=O)=[CH:18]1)([CH3:7])([CH3:6])[CH3:5].[CH2:25]([SiH](CC)CC)C.FC(F)(F)C(O)=O. Product: [C:4]([O:8][C:9](=[O:24])[NH:10][C@@H:11]1[CH2:16][CH2:15][CH2:14][CH2:13][C@H:12]1[N:17]1[CH:21]=[CH:20][C:19]([CH2:22][CH3:25])=[CH:18]1)([CH3:7])([CH3:6])[CH3:5]. The catalyst class is: 7.